From a dataset of Cav3 T-type calcium channel HTS with 100,875 compounds. Binary Classification. Given a drug SMILES string, predict its activity (active/inactive) in a high-throughput screening assay against a specified biological target. The compound is o1c2c(cc1C(=O)Nc1ccc(NC(=O)C(C)C)cc1)cccc2. The result is 0 (inactive).